This data is from Forward reaction prediction with 1.9M reactions from USPTO patents (1976-2016). The task is: Predict the product of the given reaction. Given the reactants [OH:1][CH2:2][CH2:3][C:4]1([CH:10]([CH2:13][OH:14])[CH2:11][OH:12])[CH2:9][CH2:8][CH2:7][CH2:6][CH2:5]1.C(O[CH:18](OCC)[C:19]1[CH:24]=[CH:23][CH:22]=[CH:21][CH:20]=1)C.[NH+]1C=CC=CC=1.C1(C)C=CC(S([O-])(=O)=O)=CC=1.C(=O)(O)[O-].[Na+], predict the reaction product. The product is: [C:19]1([CH:18]2[O:12][CH2:11][CH:10]([C:4]3([CH2:3][CH2:2][OH:1])[CH2:9][CH2:8][CH2:7][CH2:6][CH2:5]3)[CH2:13][O:14]2)[CH:24]=[CH:23][CH:22]=[CH:21][CH:20]=1.